Dataset: Reaction yield outcomes from USPTO patents with 853,638 reactions. Task: Predict the reaction yield, written as a fraction of the theoretical maximum amount of product (1.0 means a 100% yield; for example, 0.34 means a 34% yield). (1) The reactants are [OH:1][C:2]1[CH:11]=[CH:10][CH:9]=[C:8]2[C:3]=1[CH2:4][CH2:5][CH2:6][C:7]2=[O:12].I[C:14]1[CH:19]=[CH:18][CH:17]=[CH:16][CH:15]=1.[H-].[Na+].COCCOCCN(CCOCCOC)CCOCCOC. The catalyst is CN(C=O)C.O.Cl[Cu]. The product is [O:1]([C:2]1[CH:11]=[CH:10][CH:9]=[C:8]2[C:3]=1[CH2:4][CH2:5][CH2:6][C:7]2=[O:12])[C:14]1[CH:19]=[CH:18][CH:17]=[CH:16][CH:15]=1. The yield is 0.180. (2) The reactants are [C:1](Cl)(Cl)=[O:2].[NH2:5][C:6]1[CH:11]=[CH:10][CH:9]=[C:8]([Br:12])[N:7]=1.C(N(CC)C(C)C)(C)C.[C:22]([OH:26])([CH3:25])([CH3:24])[CH3:23].[OH-].[Na+]. The catalyst is O.C(OCC)(=O)C. The product is [C:22]([O:26][C:1](=[O:2])[NH:5][C:6]1[CH:11]=[CH:10][CH:9]=[C:8]([Br:12])[N:7]=1)([CH3:25])([CH3:24])[CH3:23]. The yield is 0.810. (3) The reactants are [CH3:1][C:2]1[C:10]2[C:5](=[CH:6][CH:7]=[CH:8][C:9]=2[CH2:11][NH2:12])[N:4]([CH:13]2[CH2:18][CH2:17][CH2:16][CH2:15][O:14]2)[N:3]=1.[CH3:19][C:20]([O:23][C:24](O[C:24]([O:23][C:20]([CH3:22])([CH3:21])[CH3:19])=[O:25])=[O:25])([CH3:22])[CH3:21]. The catalyst is C(Cl)Cl. The product is [CH3:1][C:2]1[C:10]2[C:5](=[CH:6][CH:7]=[CH:8][C:9]=2[CH2:11][NH:12][C:24](=[O:25])[O:23][C:20]([CH3:22])([CH3:21])[CH3:19])[N:4]([CH:13]2[CH2:18][CH2:17][CH2:16][CH2:15][O:14]2)[N:3]=1. The yield is 0.592.